This data is from Peptide-MHC class I binding affinity with 185,985 pairs from IEDB/IMGT. The task is: Regression. Given a peptide amino acid sequence and an MHC pseudo amino acid sequence, predict their binding affinity value. This is MHC class I binding data. (1) The peptide sequence is DPQNAAVNV. The MHC is HLA-B35:01 with pseudo-sequence HLA-B35:01. The binding affinity (normalized) is 0. (2) The peptide sequence is TPTGWGLVM. The MHC is Patr-A0701 with pseudo-sequence Patr-A0701. The binding affinity (normalized) is 0.595.